From a dataset of Forward reaction prediction with 1.9M reactions from USPTO patents (1976-2016). Predict the product of the given reaction. (1) Given the reactants P(Cl)(Cl)(Cl)=O.CN(C)[C:8](=[O:11])[CH2:9][CH3:10].[Cl:13][C:14]1[CH:19]=[CH:18][C:17]([C:20]2[NH:21][CH:22]=[CH:23][C:24]=2[CH3:25])=[CH:16][CH:15]=1.O.O.O.C([O-])(=O)C.[Na+], predict the reaction product. The product is: [Cl:13][C:14]1[CH:15]=[CH:16][C:17]([C:20]2[NH:21][C:22]([C:8](=[O:11])[CH2:9][CH3:10])=[CH:23][C:24]=2[CH3:25])=[CH:18][CH:19]=1. (2) Given the reactants C([O:4][CH:5]1[C:10]([OH:14])([CH2:11][CH2:12][CH3:13])[CH:9]([O:15][CH2:16][C:17]2[CH:22]=[CH:21][CH:20]=[CH:19][CH:18]=2)[CH:8]([O:23][CH2:24][C:25]2[CH:30]=[CH:29][CH:28]=[CH:27][CH:26]=2)[CH:7]([O:31][CH2:32][C:33]2[CH:38]=[CH:37][CH:36]=[CH:35][CH:34]=2)[CH:6]1[O:39][CH2:40][C:41]1[CH:46]=[CH:45][CH:44]=[CH:43][CH:42]=1)C=C.C(N(C(C)C)CC)(C)C.FC(F)(F)C(O)=O, predict the reaction product. The product is: [CH2:16]([O:15][CH:9]1[CH:8]([O:23][CH2:24][C:25]2[CH:30]=[CH:29][CH:28]=[CH:27][CH:26]=2)[CH:7]([O:31][CH2:32][C:33]2[CH:34]=[CH:35][CH:36]=[CH:37][CH:38]=2)[CH:6]([O:39][CH2:40][C:41]2[CH:46]=[CH:45][CH:44]=[CH:43][CH:42]=2)[CH:5]([OH:4])[C:10]1([OH:14])[CH2:11][CH2:12][CH3:13])[C:17]1[CH:22]=[CH:21][CH:20]=[CH:19][CH:18]=1. (3) Given the reactants [C:1]([O:5][C:6]([NH:8][C@H:9]1[CH2:14][CH2:13][CH2:12][CH2:11][C@H:10]1[NH:15][C:16]1[N:21]=[C:20]([CH2:22][N:23]2[C:31](=[O:32])C3C(=CC=CC=3)C2=O)[C:19](C(OCC)=O)=[C:18]([NH:39][C:40]2[CH:41]=[C:42]([CH3:46])[CH:43]=[CH:44][CH:45]=2)[N:17]=1)=[O:7])([CH3:4])([CH3:3])[CH3:2].O.NN, predict the reaction product. The product is: [O:32]=[C:31]1[C:19]2[C:18]([NH:39][C:40]3[CH:41]=[C:42]([CH3:46])[CH:43]=[CH:44][CH:45]=3)=[N:17][C:16]([NH:15][C@@H:10]3[CH2:11][CH2:12][CH2:13][CH2:14][C@@H:9]3[NH:8][C:6](=[O:7])[O:5][C:1]([CH3:2])([CH3:3])[CH3:4])=[N:21][C:20]=2[CH2:22][NH:23]1. (4) Given the reactants [NH2:1][N:2]1[C:6]([CH2:7][CH3:8])=[CH:5][CH:4]=[C:3]1[C:9]([C:11]1[CH:18]=[CH:17][C:14]([C:15]#[N:16])=[CH:13][CH:12]=1)=O.[CH3:19][O:20][C:21]1[CH:26]=[CH:25][C:24]([CH2:27][C:28]([CH3:30])=O)=[CH:23][CH:22]=1.O.C1(C)C=CC(S(O)(=O)=O)=CC=1, predict the reaction product. The product is: [CH2:7]([C:6]1[N:2]2[N:1]=[C:28]([CH3:30])[C:27]([C:24]3[CH:25]=[CH:26][C:21]([O:20][CH3:19])=[CH:22][CH:23]=3)=[C:9]([C:11]3[CH:18]=[CH:17][C:14]([C:15]#[N:16])=[CH:13][CH:12]=3)[C:3]2=[CH:4][CH:5]=1)[CH3:8]. (5) Given the reactants ClC1C=CC(S([N:11]2[CH:16]([C:17]3[CH:22]=CC(F)=C[CH:18]=3)[CH2:15][C:14]3[NH:24][N:25]=[CH:26][C:13]=3[CH2:12]2)(=O)=O)=CC=1.FC1C=CC(C2CC(=O)CCN2[C:41]([O:43][CH2:44][C:45]2[CH:50]=[CH:49][CH:48]=[CH:47][CH:46]=2)=[O:42])=CC=1.ClC1C=CC(C2CC(=O)CCN2C(OCC2C=CC=CC=2)=O)=CC=1.FC1C=CC([Mg]Br)=CC=1.O.NN.N1CCC(=O)CC1, predict the reaction product. The product is: [CH:17]([CH:16]1[N:11]([C:41]([O:43][CH2:44][C:45]2[CH:50]=[CH:49][CH:48]=[CH:47][CH:46]=2)=[O:42])[CH2:12][C:13]2[CH:26]=[N:25][NH:24][C:14]=2[CH2:15]1)([CH3:18])[CH3:22]. (6) Given the reactants F[C:2]1[CH:7]=[CH:6][CH:5]=[CH:4][C:3]=1[NH:8][C:9](=[S:35])[NH:10][C:11]1[CH:16]=[CH:15][C:14]([C:17]2[CH:25]=[C:24]3[C:20]([CH2:21][N:22]([C@@H:27]([CH:32]([CH3:34])[CH3:33])[C:28]([O:30][CH3:31])=[O:29])[C:23]3=[O:26])=[CH:19][CH:18]=2)=[CH:13][CH:12]=1.[NH2:36][C:37]1C=CC(C2C=C3C(CN([C@@H](C(C)C)C(OC)=O)C3=O)=CC=2)=CC=1.C(C1C=C(N=C=S)C=CC=1)#N, predict the reaction product. The product is: [C:37]([C:7]1[CH:2]=[C:3]([NH:8][C:9](=[S:35])[NH:10][C:11]2[CH:16]=[CH:15][C:14]([C:17]3[CH:25]=[C:24]4[C:20]([CH2:21][N:22]([C@@H:27]([CH:32]([CH3:34])[CH3:33])[C:28]([O:30][CH3:31])=[O:29])[C:23]4=[O:26])=[CH:19][CH:18]=3)=[CH:13][CH:12]=2)[CH:4]=[CH:5][CH:6]=1)#[N:36].